Dataset: Forward reaction prediction with 1.9M reactions from USPTO patents (1976-2016). Task: Predict the product of the given reaction. (1) Given the reactants C(N=C=NCCCN(C)C)C.ON1C2N=CC=CC=2N=N1.[C:22]([O:26][C:27]([NH:29][C:30]1([C:33]([OH:35])=O)[CH2:32][CH2:31]1)=[O:28])([CH3:25])([CH3:24])[CH3:23].[NH2:36][CH2:37][C:38](=[O:43])[C:39]([CH3:42])([CH3:41])[CH3:40].C(N(CC)CC)C, predict the reaction product. The product is: [CH3:40][C:39]([CH3:42])([CH3:41])[C:38](=[O:43])[CH2:37][NH:36][C:33]([C:30]1([NH:29][C:27](=[O:28])[O:26][C:22]([CH3:23])([CH3:24])[CH3:25])[CH2:31][CH2:32]1)=[O:35]. (2) Given the reactants [CH3:1][O:2][C:3]1[CH:8]=[CH:7][C:6]([CH2:9][C:10]([O:12][CH3:13])=[O:11])=[CH:5][CH:4]=1.C1C(=O)N([Br:21])C(=O)C1, predict the reaction product. The product is: [Br:21][CH:9]([C:6]1[CH:5]=[CH:4][C:3]([O:2][CH3:1])=[CH:8][CH:7]=1)[C:10]([O:12][CH3:13])=[O:11]. (3) Given the reactants [N+:1]([C:4]1[CH:5]=[C:6]([CH:9]=[CH:10][CH:11]=1)[CH:7]=[O:8])([O-:3])=[O:2].C(OCC)(=O)C.Cl.Br[C:20]([F:27])([F:26])[C:21]([O:23][CH2:24][CH3:25])=[O:22], predict the reaction product. The product is: [F:26][C:20]([F:27])([CH:7]([OH:8])[C:6]1[CH:9]=[CH:10][CH:11]=[C:4]([N+:1]([O-:3])=[O:2])[CH:5]=1)[C:21]([O:23][CH2:24][CH3:25])=[O:22]. (4) Given the reactants [C:1]([O-:4])(=O)[CH3:2].[In+3].C([O-])(=O)C.C([O-])(=O)C.C([O-])(=O)C.[Sn+4].C([O-])(=O)C.C([O-])(=O)C.C([O-])(=O)C.[C:31](O)(=O)[CH2:32][CH2:33][CH2:34][CH2:35][CH2:36][CH2:37][CH2:38]/[CH:39]=[CH:40]\[CH2:41][CH2:42][CH2:43][CH2:44][CH2:45][CH2:46]CC, predict the reaction product. The product is: [CH2:1]([OH:4])[CH2:2][CH2:31][CH2:32][CH2:33][CH2:34][CH2:35][CH2:36]/[CH:37]=[CH:38]\[CH2:39][CH2:40][CH2:41][CH2:42][CH2:43][CH2:44][CH2:45][CH3:46]. (5) Given the reactants [N+:1]([C:4]1[CH:5]=[N:6][NH:7][CH:8]=1)([O-:3])=[O:2].Cl[CH2:10][C:11]([CH3:14])([OH:13])[CH3:12].C([O-])([O-])=O.[Cs+].[Cs+], predict the reaction product. The product is: [CH3:10][C:11]([OH:13])([CH3:14])[CH2:12][N:6]1[CH:5]=[C:4]([N+:1]([O-:3])=[O:2])[CH:8]=[N:7]1.